Regression. Given a peptide amino acid sequence and an MHC pseudo amino acid sequence, predict their binding affinity value. This is MHC class II binding data. From a dataset of Peptide-MHC class II binding affinity with 134,281 pairs from IEDB. The peptide sequence is SQDLKLSWNLNGLQAY. The MHC is HLA-DQA10101-DQB10501 with pseudo-sequence HLA-DQA10101-DQB10501. The binding affinity (normalized) is 0.0226.